Dataset: Catalyst prediction with 721,799 reactions and 888 catalyst types from USPTO. Task: Predict which catalyst facilitates the given reaction. (1) Reactant: [F:1][C:2]1[C:3]([CH3:10])=[C:4]([NH:8]N)[CH:5]=[CH:6][CH:7]=1.[C:11]([O:16][CH2:17][CH3:18])(=[O:15])[C:12]([CH3:14])=O.C1(C)C=CC(S(O)(=O)=O)=CC=1.C(=O)([O-])O.[Na+]. Product: [CH2:17]([O:16][C:11]([C:12]1[NH:8][C:4]2[C:5]([CH:14]=1)=[CH:6][CH:7]=[C:2]([F:1])[C:3]=2[CH3:10])=[O:15])[CH3:18]. The catalyst class is: 548. (2) Reactant: [C:1]([N:4]1[CH2:10][CH2:9][C:8]2[CH:11]=[CH:12][C:13]([S:15](Cl)(=[O:17])=[O:16])=[CH:14][C:7]=2[CH2:6][CH2:5]1)(=[O:3])[CH3:2].[NH:19]1[CH2:24][CH2:23][O:22][CH2:21][CH2:20]1.C(N(CC)CC)C. Product: [C:1]([N:4]1[CH2:10][CH2:9][C:8]2[CH:11]=[CH:12][C:13]([S:15]([N:19]3[CH2:24][CH2:23][O:22][CH2:21][CH2:20]3)(=[O:17])=[O:16])=[CH:14][C:7]=2[CH2:6][CH2:5]1)(=[O:3])[CH3:2]. The catalyst class is: 7. (3) The catalyst class is: 3. Product: [CH2:25]([O:16][C@@H:4]1[C@@:3]([C:1]#[N:2])([C:17]2[CH:22]=[CH:21][CH:20]=[CH:19][N:18]=2)[CH2:8][CH2:7][N:6]([C:9]([O:11][C:12]([CH3:15])([CH3:14])[CH3:13])=[O:10])[CH2:5]1)[C:26]1[CH:31]=[CH:30][CH:29]=[CH:28][CH:27]=1. Reactant: [C:1]([C:3]1([C:17]2[CH:22]=[CH:21][CH:20]=[CH:19][N:18]=2)[CH2:8][CH2:7][N:6]([C:9]([O:11][C:12]([CH3:15])([CH3:14])[CH3:13])=[O:10])[CH2:5][CH:4]1[OH:16])#[N:2].[H-].[Na+].[CH2:25](Br)[C:26]1[CH:31]=[CH:30][CH:29]=[CH:28][CH:27]=1. (4) Reactant: [CH3:1][N:2]1[CH2:16][CH2:15][C:5]2[NH:6][C:7]3[CH:8]=[CH:9][C:10]([CH2:13][OH:14])=[CH:11][C:12]=3[C:4]=2[CH2:3]1.[CH:17]([C:19]1[CH:20]=[CH:21][C:22]([CH2:25][OH:26])=[N:23][CH:24]=1)=[CH2:18].[OH-].[K+]. Product: [OH:14][CH2:13][C:10]1[CH:9]=[CH:8][C:7]2[N:6]([CH2:18][CH2:17][C:19]3[CH:20]=[CH:21][C:22]([CH2:25][OH:26])=[N:23][CH:24]=3)[C:5]3[CH2:15][CH2:16][N:2]([CH3:1])[CH2:3][C:4]=3[C:12]=2[CH:11]=1. The catalyst class is: 37. (5) Reactant: [CH:1]([NH:4][C:5]1[CH:13]=[CH:12][C:8]([C:9]([O-:11])=O)=[CH:7][N:6]=1)([CH3:3])[CH3:2].C([NH3+])(C)C.S(Cl)(Cl)=O.[NH2:22][C:23]1[CH:24]=[C:25]([CH:49]=[CH:50][C:51]=1[CH3:52])[C:26]([N:28]1[CH2:33][CH2:32][CH:31]([C:34]2[CH:48]=[CH:47][C:37]([C:38]([NH:40][C:41]3[N:46]=[CH:45][CH:44]=[CH:43][N:42]=3)=[O:39])=[CH:36][CH:35]=2)[CH2:30][CH2:29]1)=[O:27].N1C=CC=CC=1. Product: [CH:1]([NH:4][C:5]1[CH:13]=[CH:12][C:8]([C:9]([NH:22][C:23]2[CH:24]=[C:25]([C:26]([N:28]3[CH2:33][CH2:32][CH:31]([C:34]4[CH:48]=[CH:47][C:37]([C:38](=[O:39])[NH:40][C:41]5[N:42]=[CH:43][CH:44]=[CH:45][N:46]=5)=[CH:36][CH:35]=4)[CH2:30][CH2:29]3)=[O:27])[CH:49]=[CH:50][C:51]=2[CH3:52])=[O:11])=[CH:7][N:6]=1)([CH3:2])[CH3:3]. The catalyst class is: 59. (6) Reactant: [NH2:1][C:2]1[CH:9]=[CH:8][C:5]([C:6]#[N:7])=[CH:4][CH:3]=1.[N-:10]=[N+:11]=[N-:12].[Na+].[Cl-].[NH4+]. Product: [NH:10]1[C:6]([C:5]2[CH:8]=[CH:9][C:2]([NH2:1])=[CH:3][CH:4]=2)=[N:7][N:12]=[N:11]1. The catalyst class is: 3. (7) Reactant: [Cl:1][C:2]1[CH:7]=[CH:6][C:5]([C:8]2([CH:11]=O)[CH2:10][CH2:9]2)=[CH:4][CH:3]=1.[C:13]([O:17][C:18]([N:20]1[C@@H:24]([CH2:25]S(C2SC3C=CC=CC=3N=2)(=O)=O)[CH2:23][O:22][C:21]1([CH3:39])[CH3:38])=[O:19])([CH3:16])([CH3:15])[CH3:14].[Li+].C[Si]([N-][Si](C)(C)C)(C)C. Product: [C:13]([O:17][C:18]([N:20]1[C@@H:24](/[CH:25]=[CH:11]\[C:8]2([C:5]3[CH:4]=[CH:3][C:2]([Cl:1])=[CH:7][CH:6]=3)[CH2:9][CH2:10]2)[CH2:23][O:22][C:21]1([CH3:38])[CH3:39])=[O:19])([CH3:16])([CH3:14])[CH3:15]. The catalyst class is: 7.